From a dataset of Forward reaction prediction with 1.9M reactions from USPTO patents (1976-2016). Predict the product of the given reaction. The product is: [C:12]1([CH2:16][CH2:29][CH2:28][CH2:27][CH2:26][CH2:25][NH2:31])[CH:11]=[CH:10][CH:15]=[CH:14][CH:13]=1. Given the reactants P([O-])([O-])([O-])=O.[K+].[K+].[K+].C[C:10]1[CH:15]=[CH:14][CH:13]=[C:12]([CH3:16])[C:11]=1O.IC1C=CC=CC=1.[CH2:25]([NH2:31])[CH2:26][CH2:27][CH2:28][CH2:29]C.CCCCCCCCCCCC, predict the reaction product.